Dataset: NCI-60 drug combinations with 297,098 pairs across 59 cell lines. Task: Regression. Given two drug SMILES strings and cell line genomic features, predict the synergy score measuring deviation from expected non-interaction effect. (1) Drug 1: CN1C(=O)N2C=NC(=C2N=N1)C(=O)N. Drug 2: CC(C)CN1C=NC2=C1C3=CC=CC=C3N=C2N. Cell line: RXF 393. Synergy scores: CSS=-6.93, Synergy_ZIP=6.85, Synergy_Bliss=7.76, Synergy_Loewe=-2.73, Synergy_HSA=-4.25. (2) Drug 1: CC1C(C(CC(O1)OC2CC(OC(C2O)C)OC3=CC4=CC5=C(C(=O)C(C(C5)C(C(=O)C(C(C)O)O)OC)OC6CC(C(C(O6)C)O)OC7CC(C(C(O7)C)O)OC8CC(C(C(O8)C)O)(C)O)C(=C4C(=C3C)O)O)O)O. Drug 2: C#CCC(CC1=CN=C2C(=N1)C(=NC(=N2)N)N)C3=CC=C(C=C3)C(=O)NC(CCC(=O)O)C(=O)O. Cell line: SK-MEL-28. Synergy scores: CSS=47.7, Synergy_ZIP=2.26, Synergy_Bliss=4.83, Synergy_Loewe=4.25, Synergy_HSA=3.69. (3) Drug 1: CC1=C(C(CCC1)(C)C)C=CC(=CC=CC(=CC(=O)O)C)C. Drug 2: CC1CCCC2(C(O2)CC(NC(=O)CC(C(C(=O)C(C1O)C)(C)C)O)C(=CC3=CSC(=N3)C)C)C. Cell line: HCC-2998. Synergy scores: CSS=54.8, Synergy_ZIP=6.81, Synergy_Bliss=4.43, Synergy_Loewe=-23.5, Synergy_HSA=5.14. (4) Drug 1: C1CC(C1)(C(=O)O)C(=O)O.[NH2-].[NH2-].[Pt+2]. Drug 2: C1=CC=C(C=C1)NC(=O)CCCCCCC(=O)NO. Cell line: NCI-H522. Synergy scores: CSS=15.4, Synergy_ZIP=-5.84, Synergy_Bliss=-1.60, Synergy_Loewe=-6.78, Synergy_HSA=-1.98. (5) Drug 1: CC12CCC3C(C1CCC2=O)CC(=C)C4=CC(=O)C=CC34C. Drug 2: CCN(CC)CCNC(=O)C1=C(NC(=C1C)C=C2C3=C(C=CC(=C3)F)NC2=O)C. Cell line: A549. Synergy scores: CSS=13.2, Synergy_ZIP=2.55, Synergy_Bliss=-0.183, Synergy_Loewe=-0.172, Synergy_HSA=-0.813.